From a dataset of Peptide-MHC class II binding affinity with 134,281 pairs from IEDB. Regression. Given a peptide amino acid sequence and an MHC pseudo amino acid sequence, predict their binding affinity value. This is MHC class II binding data. (1) The peptide sequence is AFKVAATAAYAAPAN. The MHC is DRB1_1001 with pseudo-sequence DRB1_1001. The binding affinity (normalized) is 0.787. (2) The peptide sequence is GELQIVDKIDAAGKI. The MHC is DRB1_0404 with pseudo-sequence DRB1_0404. The binding affinity (normalized) is 0.793.